Task: Predict the reactants needed to synthesize the given product.. Dataset: Full USPTO retrosynthesis dataset with 1.9M reactions from patents (1976-2016) (1) Given the product [N+:39]([C:42]1[CH:48]=[CH:47][C:45]([NH:46][C:24]2[CH:29]=[CH:28][N:27]=[C:26]3[NH:30][C:31]([C:51]([O:36][CH2:34][CH3:33])=[O:52])=[CH:32][C:25]=23)=[CH:44][CH:43]=1)([O-:41])=[O:40], predict the reactants needed to synthesize it. The reactants are: FC1C=CC(N(C2C=CC(N[C:24]3[CH:29]=[CH:28][N:27]=[C:26]4[NH:30][CH:31]=[CH:32][C:25]=34)=CC=2)C(C2(C(N)=O)CC2)=O)=CC=1.[CH3:33][C:34](C)([O-:36])C.[K+].[N+:39]([C:42]1[CH:48]=[CH:47][C:45]([NH2:46])=[CH:44][CH:43]=1)([O-:41])=[O:40].CN(C)[CH:51]=[O:52]. (2) Given the product [Cl:1][C:2]1[CH:3]=[C:4]([CH:9]2[C:18]3[C:13](=[CH:14][C:15]([C:20]4[CH:25]=[CH:24][CH:23]=[CH:22][N:21]=4)=[C:16]([F:19])[CH:17]=3)[CH2:12][NH:11][CH2:10]2)[CH:5]=[CH:6][C:7]=1[Cl:8], predict the reactants needed to synthesize it. The reactants are: [Cl:1][C:2]1[CH:3]=[C:4]([CH:9]2[C:18]3[C:13](=[CH:14][C:15]([C:20]4[CH:25]=[CH:24][CH:23]=[CH:22][N:21]=4)=[C:16]([F:19])[CH:17]=3)[CH2:12][N:11](C)[CH2:10]2)[CH:5]=[CH:6][C:7]=1[Cl:8].CN(C)C1C2C(=CC=CC=2N(C)C)C=CC=1. (3) Given the product [NH2:6][C:7]1[S:12][CH:11]=[C:10]([C:13]#[N:14])[C:8]=1[C:9]1[NH:1][CH:2]=[N:3][N:4]=1, predict the reactants needed to synthesize it. The reactants are: [N:1]1[CH:2]=[N:3][N:4]2[C:9]=1[C:8]1[C:10]([C:13]#[N:14])=[CH:11][S:12][C:7]=1[N:6]=C2.CNCCN.[NH4+].[Cl-]. (4) Given the product [NH2:30][C:19]1[CH:20]=[C:21]([CH2:24][CH2:25][C:26]([O:28][CH3:29])=[O:27])[CH:22]=[CH:23][C:18]=1[C:14]1[CH:15]=[CH:16][CH:17]=[C:12]([N:10]([CH3:11])[C:9]([NH:8][CH2:1][CH2:2][CH2:3][CH2:4][CH2:5][CH2:6][CH3:7])=[O:33])[CH:13]=1, predict the reactants needed to synthesize it. The reactants are: [CH2:1]([NH:8][C:9](=[O:33])[N:10]([C:12]1[CH:13]=[C:14]([C:18]2[CH:23]=[CH:22][C:21](/[CH:24]=[CH:25]/[C:26]([O:28][CH3:29])=[O:27])=[CH:20][C:19]=2[N+:30]([O-])=O)[CH:15]=[CH:16][CH:17]=1)[CH3:11])[CH2:2][CH2:3][CH2:4][CH2:5][CH2:6][CH3:7].